This data is from Acute oral toxicity (LD50) regression data from Zhu et al.. The task is: Regression/Classification. Given a drug SMILES string, predict its toxicity properties. Task type varies by dataset: regression for continuous values (e.g., LD50, hERG inhibition percentage) or binary classification for toxic/non-toxic outcomes (e.g., AMES mutagenicity, cardiotoxicity, hepatotoxicity). Dataset: ld50_zhu. (1) The molecule is COc1ccc(NC(=O)CF)cc1. The rat oral LD50 is 4.26, given as -log10 of the dose in mol/kg body weight (higher means more acutely toxic). (2) The drug is COP(=S)(OC)SSP(=S)(OC)OC. The rat oral LD50 is 1.50, given as -log10 of the dose in mol/kg body weight (higher means more acutely toxic). (3) The molecule is COP(=O)(OC1CCCCC1)SC. The rat oral LD50 is 2.97, given as -log10 of the dose in mol/kg body weight (higher means more acutely toxic). (4) The molecule is Cc1ccc(S(=O)(=O)NN)cc1. The rat oral LD50 is 2.82, given as -log10 of the dose in mol/kg body weight (higher means more acutely toxic).